From a dataset of Forward reaction prediction with 1.9M reactions from USPTO patents (1976-2016). Predict the product of the given reaction. Given the reactants [F:1][C:2]([F:12])([F:11])[C:3]1[CH:8]=[CH:7][CH:6]=[CH:5][C:4]=1[NH:9]N.CO[CH:15](OC)[CH2:16][CH2:17][CH2:18][NH2:19].[OH-].[NH4+], predict the reaction product. The product is: [F:1][C:2]([F:12])([F:11])[C:3]1[CH:8]=[CH:7][CH:6]=[C:5]2[C:4]=1[NH:9][CH:15]=[C:16]2[CH2:17][CH2:18][NH2:19].